Dataset: Forward reaction prediction with 1.9M reactions from USPTO patents (1976-2016). Task: Predict the product of the given reaction. (1) Given the reactants [CH:1]1[C:6]([C:7]2[C:16](=O)[C:15]3[CH:14]=[CH:13][C:12]([OH:18])=[CH:11][C:10]=3[O:9][CH:8]=2)=[CH:5][CH:4]=[C:3]([OH:19])[CH:2]=1.C(O)(C)C.CCCCCC, predict the reaction product. The product is: [CH:5]1[C:6]([C@H:7]2[CH2:8][O:9][C:10]3[CH:11]=[C:12]([OH:18])[CH:13]=[CH:14][C:15]=3[CH2:16]2)=[CH:1][CH:2]=[C:3]([OH:19])[CH:4]=1. (2) Given the reactants [CH3:1][Mg]Br.[CH3:4][C:5]([C@@H:9]1[CH2:14][CH2:13][O:12][C:11]([CH3:16])([CH3:15])[O:10]1)([CH3:8])[CH:6]=[O:7], predict the reaction product. The product is: [CH3:8][C:5]([C@@H:9]1[CH2:14][CH2:13][O:12][C:11]([CH3:16])([CH3:15])[O:10]1)([CH:6]([OH:7])[CH3:1])[CH3:4].